Binary Classification. Given a drug SMILES string, predict its activity (active/inactive) in a high-throughput screening assay against a specified biological target. From a dataset of Tyrosyl-DNA phosphodiesterase HTS with 341,365 compounds. (1) The drug is O=c1n(nc(c2c1cccc2)CC(O)=O)Cc1ccc(C(C)(C)C)cc1. The result is 0 (inactive). (2) The molecule is O=C(NC1CCCC1)C(N(C(C)(C)C)C(=O)Cn1nc(nn1)c1oc(cc1)C)CC. The result is 0 (inactive). (3) The molecule is Clc1c(cc([N+]([O-])=O)c(Cl)c1)/C=N\NC(=O)Cn1nc(nn1)c1ccccc1. The result is 0 (inactive). (4) The molecule is O=C(N(C1CC1)Cc1cc2c([nH]c1=O)ccc(OCC)c2)N1CCOCC1. The result is 0 (inactive). (5) The compound is Clc1ccc(S(=O)(=O)N(CC(=O)N(C2CS(=O)(=O)CC2)CC(C)C)C)cc1. The result is 0 (inactive). (6) The drug is S(=O)(=O)(N1CCCCC1)c1cc(c(cc1)C)C(=O)NCCCN1CCOCC1. The result is 0 (inactive).